Predict the product of the given reaction. From a dataset of Forward reaction prediction with 1.9M reactions from USPTO patents (1976-2016). Given the reactants Cl[C:2]1[N:10]=[C:9]([Cl:11])[CH:8]=[CH:7][C:3]=1[C:4]([NH2:6])=[O:5].BrC1C=CC(O)=C[C:14]=1[CH:20]1OC[CH2:22][O:21]1.[OH-].[Na+].[C:27](#[N:29])C, predict the reaction product. The product is: [Cl:11][C:9]1[CH:8]=[CH:7][C:3]([C:4]([NH2:6])=[O:5])=[C:2]([N:29]([CH2:14][CH2:20][O:21][CH3:22])[CH3:27])[N:10]=1.